This data is from Full USPTO retrosynthesis dataset with 1.9M reactions from patents (1976-2016). The task is: Predict the reactants needed to synthesize the given product. The reactants are: [CH:1]1([C:6]2[C:14]3[C:9](=[CH:10][CH:11]=[CH:12][CH:13]=3)[N:8]([S:15]([C:18]3[CH:26]=[CH:25][C:21]([C:22]([OH:24])=O)=[CH:20][CH:19]=3)(=[O:17])=[O:16])[CH:7]=2)[CH2:5][CH2:4][CH2:3][CH2:2]1.CN1CCOCC1.ClC1N=C(OC)N=C(OC)N=1.[NH2:45][CH:46]1[CH2:51][CH2:50][O:49][CH2:48][CH2:47]1.Cl. Given the product [CH:1]1([C:6]2[C:14]3[C:9](=[CH:10][CH:11]=[CH:12][CH:13]=3)[N:8]([S:15]([C:18]3[CH:26]=[CH:25][C:21]([C:22]([NH:45][CH:46]4[CH2:51][CH2:50][O:49][CH2:48][CH2:47]4)=[O:24])=[CH:20][CH:19]=3)(=[O:17])=[O:16])[CH:7]=2)[CH2:5][CH2:4][CH2:3][CH2:2]1, predict the reactants needed to synthesize it.